Dataset: Reaction yield outcomes from USPTO patents with 853,638 reactions. Task: Predict the reaction yield, written as a fraction of the theoretical maximum amount of product (1.0 means a 100% yield; for example, 0.34 means a 34% yield). (1) The reactants are C[O-].[Na+].[CH3:4][C:5]1[N:14]=[CH:13][C:12]2[CH2:11][CH2:10][CH:9]3[CH:15]([CH3:20])[C:16](=[O:19])[CH2:17][CH2:18][C:8]3([C:21]3[CH:26]=[CH:25][CH:24]=[CH:23][CH:22]=3)[C:7]=2[N:6]=1.[CH:27](OCC)=[O:28]. The catalyst is C1C=CC=CC=1.C(OCC)(=O)C. The product is [OH:28]/[CH:27]=[C:17]1/[CH2:18][C:8]2([C:21]3[CH:22]=[CH:23][CH:24]=[CH:25][CH:26]=3)[C:7]3[N:6]=[C:5]([CH3:4])[N:14]=[CH:13][C:12]=3[CH2:11][CH2:10][CH:9]2[CH:15]([CH3:20])[C:16]/1=[O:19]. The yield is 0.850. (2) The reactants are Cl[C:2](OCC)=[O:3].[CH3:7][O:8][C:9](=[O:21])[C:10]1[CH:18]=[CH:17][C:13]([C:14]([OH:16])=O)=[C:12]([OH:19])[C:11]=1[OH:20].C(N(CC)CC)C.[CH2:29]([NH2:36])[C:30]1[CH:35]=[CH:34][CH:33]=[CH:32][CH:31]=1. The catalyst is ClCCl. The product is [CH3:7][O:8][C:9]([C:10]1[CH:18]=[CH:17][C:13]2[C:14](=[O:16])[N:36]([CH2:29][C:30]3[CH:35]=[CH:34][CH:33]=[CH:32][CH:31]=3)[C:2](=[O:3])[O:19][C:12]=2[C:11]=1[OH:20])=[O:21]. The yield is 0.930.